The task is: Predict which catalyst facilitates the given reaction.. This data is from Catalyst prediction with 721,799 reactions and 888 catalyst types from USPTO. (1) Reactant: C1(P(C2C=CC=CC=2)C2C=CC=CC=2)C=CC=CC=1.[CH2:20]([O:27][C:28]1[CH:29]=[C:30]([CH2:34][OH:35])[CH:31]=[CH:32][CH:33]=1)[C:21]1[CH:26]=[CH:25][CH:24]=[CH:23][CH:22]=1.N(C(OC(C)C)=O)=NC(OC(C)C)=O.O[C:51]1[CH:58]=[CH:57][C:54]([CH:55]=[O:56])=[CH:53][CH:52]=1. Product: [CH2:20]([O:27][C:28]1[CH:29]=[C:30]([CH:31]=[CH:32][CH:33]=1)[CH2:34][O:35][C:51]1[CH:58]=[CH:57][C:54]([CH:55]=[O:56])=[CH:53][CH:52]=1)[C:21]1[CH:22]=[CH:23][CH:24]=[CH:25][CH:26]=1. The catalyst class is: 1. (2) Reactant: [CH:1]1([C:4]([NH:6][O:7][C:8]([C:10]2[C:14]3[CH2:15][CH2:16][CH2:17][CH2:18][C:13]=3[S:12][C:11]=2[NH:19][C:20](=[O:26])[O:21][C:22]([CH3:25])([CH3:24])[CH3:23])=O)=[NH:5])[CH2:3][CH2:2]1.CCCC[N+](CCCC)(CCCC)CCCC.[F-].CCCCCCC.CCOC(C)=O. Product: [CH:1]1([C:4]2[N:5]=[C:8]([C:10]3[C:14]4[CH2:15][CH2:16][CH2:17][CH2:18][C:13]=4[S:12][C:11]=3[NH:19][C:20](=[O:26])[O:21][C:22]([CH3:25])([CH3:24])[CH3:23])[O:7][N:6]=2)[CH2:3][CH2:2]1. The catalyst class is: 20. (3) Reactant: [Cl-].O[NH3+:3].[C:4](=[O:7])([O-])[OH:5].[Na+].CS(C)=O.[OH:13][C:14]([CH3:54])([CH3:53])[CH2:15][N:16]1[C:24]2[CH2:23][CH2:22][CH:21]([N:25]3[C:30](=[O:31])[C:29]([CH2:32][C:33]4[CH:38]=[CH:37][C:36]([C:39]5[C:40]([C:45]#[N:46])=[CH:41][CH:42]=[CH:43][CH:44]=5)=[CH:35][CH:34]=4)=[C:28]([CH2:47][CH2:48][CH3:49])[N:27]4[N:50]=[CH:51][N:52]=[C:26]34)[CH2:20][C:19]=2[CH:18]=[N:17]1. Product: [OH:13][C:14]([CH3:53])([CH3:54])[CH2:15][N:16]1[C:24]2[CH2:23][CH2:22][CH:21]([N:25]3[C:30](=[O:31])[C:29]([CH2:32][C:33]4[CH:38]=[CH:37][C:36]([C:39]5[CH:44]=[CH:43][CH:42]=[CH:41][C:40]=5[C:45]5[NH:3][C:4](=[O:7])[O:5][N:46]=5)=[CH:35][CH:34]=4)=[C:28]([CH2:47][CH2:48][CH3:49])[N:27]4[N:50]=[CH:51][N:52]=[C:26]34)[CH2:20][C:19]=2[CH:18]=[N:17]1. The catalyst class is: 69.